Dataset: Full USPTO retrosynthesis dataset with 1.9M reactions from patents (1976-2016). Task: Predict the reactants needed to synthesize the given product. (1) The reactants are: C(OC([N:8]1[CH2:13][CH2:12][N:11]([CH:14]([C:18]2[CH:23]=[CH:22][CH:21]=[C:20]([C:24]([F:27])([F:26])[F:25])[CH:19]=2)[CH2:15][O:16][CH3:17])[CH2:10][CH2:9]1)=O)(C)(C)C.[F:28][C:29]([F:34])([F:33])[C:30]([OH:32])=[O:31]. Given the product [F:28][C:29]([F:34])([F:33])[C:30]([OH:32])=[O:31].[CH3:17][O:16][CH2:15][CH:14]([N:11]1[CH2:12][CH2:13][NH:8][CH2:9][CH2:10]1)[C:18]1[CH:23]=[CH:22][CH:21]=[C:20]([C:24]([F:26])([F:27])[F:25])[CH:19]=1, predict the reactants needed to synthesize it. (2) Given the product [Cl:1][C:2]1[N:7]=[C:6]([NH:8][C:9](=[O:14])[C:10]([CH3:11])([CH3:13])[CH3:12])[C:5]([CH:23]=[O:24])=[CH:4][CH:3]=1, predict the reactants needed to synthesize it. The reactants are: [Cl:1][C:2]1[N:7]=[C:6]([NH:8][C:9](=[O:14])[C:10]([CH3:13])([CH3:12])[CH3:11])[CH:5]=[CH:4][CH:3]=1.[Li]CCCC.CN([CH:23]=[O:24])C.Cl.C([O-])([O-])=O.[K+].[K+]. (3) Given the product [CH2:29]([O:31][C:32](=[O:46])[CH2:33][CH2:34][CH2:35][C:36]([C:38]1[CH:43]=[C:42]([Cl:44])[CH:41]=[CH:40][C:39]=1[O:45][CH2:2][C:3]([N:5]1[CH2:10][C@H:9]([CH3:11])[N:8]([CH2:12][C:13]2[CH:18]=[CH:17][C:16]([F:19])=[CH:15][CH:14]=2)[CH2:7][C@H:6]1[CH3:20])=[O:4])=[O:37])[CH3:30], predict the reactants needed to synthesize it. The reactants are: Cl[CH2:2][C:3]([N:5]1[CH2:10][CH:9]([CH3:11])[N:8]([CH2:12][C:13]2[CH:18]=[CH:17][C:16]([F:19])=[CH:15][CH:14]=2)[CH2:7][CH:6]1[CH3:20])=[O:4].C(=O)([O-])[O-].[K+].[K+].[I-].[K+].[CH2:29]([O:31][C:32](=[O:46])[CH2:33][CH2:34][CH2:35][C:36]([C:38]1[CH:43]=[C:42]([Cl:44])[CH:41]=[CH:40][C:39]=1[OH:45])=[O:37])[CH3:30]. (4) Given the product [C:35]([O:34][C:33](=[O:39])[NH:32][C:27]1[CH:28]=[CH:29][CH:30]=[CH:31][C:26]=1[NH:25][C:23]([C:19]1[CH:18]=[C:17]2[C:22](=[CH:21][CH:20]=1)[CH:14]([NH:1][CH2:2][CH2:3][C:4]1[C:12]3[C:7](=[CH:8][CH:9]=[CH:10][CH:11]=3)[NH:6][CH:5]=1)[CH2:15][CH2:16]2)=[O:24])([CH3:38])([CH3:36])[CH3:37], predict the reactants needed to synthesize it. The reactants are: [NH2:1][CH2:2][CH2:3][C:4]1[C:12]2[C:7](=[CH:8][CH:9]=[CH:10][CH:11]=2)[NH:6][CH:5]=1.O=[C:14]1[C:22]2[C:17](=[CH:18][C:19]([C:23]([NH:25][C:26]3[CH:31]=[CH:30][CH:29]=[CH:28][C:27]=3[NH:32][C:33](=[O:39])[O:34][C:35]([CH3:38])([CH3:37])[CH3:36])=[O:24])=[CH:20][CH:21]=2)[CH2:16][CH2:15]1.[BH-](OC(C)=O)(OC(C)=O)OC(C)=O.[Na+].Cl. (5) The reactants are: [CH3:1][N:2]1[C:7]2[C:8](C)=[CH:9][NH:10][C:6]=2[C:5](=[O:12])[N:4]([CH3:13])[C:3]1=[O:14].Br[CH2:16][C:17]([NH:19][C:20]1[S:21][CH:22]=[C:23]([C:25]2[CH:30]=[C:29]([F:31])[C:28]([O:32][CH2:33][CH:34]([CH3:36])[CH3:35])=[C:27]([F:37])[CH:26]=2)[N:24]=1)=[O:18].[H-].[Na+]. Given the product [CH3:1][N:2]1[C:7]2[CH:8]=[CH:9][N:10]([CH2:16][C:17]([NH:19][C:20]3[S:21][CH:22]=[C:23]([C:25]4[CH:26]=[C:27]([F:37])[C:28]([O:32][CH2:33][CH:34]([CH3:35])[CH3:36])=[C:29]([F:31])[CH:30]=4)[N:24]=3)=[O:18])[C:6]=2[C:5](=[O:12])[N:4]([CH3:13])[C:3]1=[O:14], predict the reactants needed to synthesize it.